Task: Binary Classification. Given a drug SMILES string, predict its activity (active/inactive) in a high-throughput screening assay against a specified biological target.. Dataset: HIV replication inhibition screening data with 41,000+ compounds from the AIDS Antiviral Screen The compound is [O+]#[N+][Mo+2]12345([I-])(C6=C1[C-]2C3=C64)[N+](c1ccccc1)=N[NH+]5c1ccccc1. The result is 0 (inactive).